This data is from Full USPTO retrosynthesis dataset with 1.9M reactions from patents (1976-2016). The task is: Predict the reactants needed to synthesize the given product. (1) Given the product [CH2:1]([O:3][C:4]([CH2:6][CH2:7][CH2:8][N:9]1[CH2:14][CH2:13][N:12]2[N:15]=[C:16]([C:18]([NH:72][CH2:73][C@H:74]([NH:82][C:83]([O:85][CH2:86][C:87]3[CH:88]=[CH:89][CH:90]=[CH:91][CH:92]=3)=[O:84])[C:75]([O:77][C:78]([CH3:80])([CH3:81])[CH3:79])=[O:76])=[O:20])[CH:17]=[C:11]2[C:10]1=[O:21])=[O:5])[CH3:2], predict the reactants needed to synthesize it. The reactants are: [CH2:1]([O:3][C:4]([CH2:6][CH2:7][CH2:8][N:9]1[CH2:14][CH2:13][N:12]2[N:15]=[C:16]([C:18]([OH:20])=O)[CH:17]=[C:11]2[C:10]1=[O:21])=[O:5])[CH3:2].C(N(C(C)C)CC)(C)C.[B-](F)(F)(F)F.CN(C(ON1N=NC2C1=CC=CC=2)=[N+](C)C)C.N(C(CCN1CCN2N=C(C([NH:72][CH2:73][C@H:74]([NH:82][C:83]([O:85][CH2:86][C:87]3[CH:92]=[CH:91][CH:90]=[CH:89][CH:88]=3)=[O:84])[C:75]([O:77][C:78]([CH3:81])([CH3:80])[CH3:79])=[O:76])=O)C=C2C1=O)=O)C(N)=N. (2) Given the product [NH2:44][C:40]1[CH:39]=[C:38]([N:45]2[CH2:50][CH2:49][N:48]([C:12]([NH:6][C:5]3[CH:7]=[CH:8][C:2]([F:1])=[C:3]([O:9][CH3:10])[CH:4]=3)=[O:13])[CH2:47][CH2:46]2)[C:37]2[C:42](=[CH:43][C:34]([Cl:33])=[CH:35][CH:36]=2)[N:41]=1, predict the reactants needed to synthesize it. The reactants are: [F:1][C:2]1[CH:8]=[CH:7][C:5]([NH2:6])=[CH:4][C:3]=1[O:9][CH3:10].Cl[C:12](OC1C=CC([N+]([O-])=O)=CC=1)=[O:13].C(N(C(C)C)CC)(C)C.[Cl:33][C:34]1[CH:43]=[C:42]2[C:37]([C:38]([N:45]3[CH2:50][CH2:49][NH:48][CH2:47][CH2:46]3)=[CH:39][C:40]([NH2:44])=[N:41]2)=[CH:36][CH:35]=1. (3) The reactants are: [C:1]([OH:7])([C:3]([F:6])([F:5])[F:4])=[O:2].C(OC([N:15]1[C@@H:20]([C:21]2[NH:22][CH:23]=[C:24]([C:26]3[CH:27]=[C:28]4[C:33](=[CH:34][CH:35]=3)[CH:32]=[C:31]([C:36]3[CH:37]=[C:38]([C:42]5[N:43]=[C:44]([C@@H:47]6[CH2:52][C@@H:51]7[C@@H:49]([CH2:50]7)[N:48]6C(OC(C)(C)C)=O)[NH:45][CH:46]=5)[CH:39]=[CH:40][CH:41]=3)[CH:30]=[CH:29]4)[N:25]=2)[CH2:19][C@H:18]2[C@@H:16]1[CH2:17]2)=O)(C)(C)C. Given the product [C:1]([OH:7])([C:3]([F:6])([F:5])[F:4])=[O:2].[C@H:16]12[CH2:17][C@H:18]1[CH2:19][C@H:20]([C:21]1[NH:22][CH:23]=[C:24]([C:26]3[CH:27]=[C:28]4[C:33](=[CH:34][CH:35]=3)[CH:32]=[C:31]([C:36]3[CH:37]=[C:38]([C:42]5[N:43]=[C:44]([C@@H:47]6[CH2:52][C@@H:51]7[C@@H:49]([CH2:50]7)[NH:48]6)[NH:45][CH:46]=5)[CH:39]=[CH:40][CH:41]=3)[CH:30]=[CH:29]4)[N:25]=1)[NH:15]2, predict the reactants needed to synthesize it. (4) Given the product [Cl:28][C:29]([Cl:34])([Cl:33])[C:30]([NH:21][C@@H:19]([CH3:20])[C@H:18]([O:17][C:13]1[CH:12]=[C:11]2[C:16](=[CH:15][CH:14]=1)[N:8]([C:5]1[CH:4]=[CH:3][C:2]([F:1])=[CH:7][CH:6]=1)[N:9]=[CH:10]2)[C:22]1[CH:23]=[CH:24][CH:25]=[CH:26][CH:27]=1)=[O:31], predict the reactants needed to synthesize it. The reactants are: [F:1][C:2]1[CH:7]=[CH:6][C:5]([N:8]2[C:16]3[C:11](=[CH:12][C:13]([O:17][C@@H:18]([C:22]4[CH:27]=[CH:26][CH:25]=[CH:24][CH:23]=4)[C@H:19]([NH2:21])[CH3:20])=[CH:14][CH:15]=3)[CH:10]=[N:9]2)=[CH:4][CH:3]=1.[Cl:28][C:29]([Cl:34])([Cl:33])[C:30](Cl)=[O:31]. (5) Given the product [P:43]([O:45][C:46]1[CH:47]=[CH:48][CH:49]=[CH:50][CH:51]=1)([O:52][C:53]1[CH:54]=[CH:55][CH:56]=[CH:57][CH:58]=1)([O:24][CH2:23][C:22]1[C:17]([C:14]2[CH:15]=[CH:16][C:11]([F:10])=[CH:12][CH:13]=2)=[N:18][C:19]([N:28]([CH3:33])[S:29]([CH3:32])(=[O:31])=[O:30])=[N:20][C:21]=1[CH:25]([CH3:27])[CH3:26])=[O:44], predict the reactants needed to synthesize it. The reactants are: C(N(C(C)C)CC)(C)C.[F:10][C:11]1[CH:16]=[CH:15][C:14]([C:17]2[C:22]([CH2:23][OH:24])=[C:21]([CH:25]([CH3:27])[CH3:26])[N:20]=[C:19]([N:28]([CH3:33])[S:29]([CH3:32])(=[O:31])=[O:30])[N:18]=2)=[CH:13][CH:12]=1.CC1C=CN=C(N)C=1C.[P:43](Cl)([O:52][C:53]1[CH:58]=[CH:57][CH:56]=[CH:55][CH:54]=1)([O:45][C:46]1[CH:51]=[CH:50][CH:49]=[CH:48][CH:47]=1)=[O:44]. (6) Given the product [C:1]([SiH2:5][O:6][C:7]([CH3:21])([CH3:20])[C:8]1[O:12][C:11]([CH2:13][O:14][C:39]2[CH:44]=[CH:43][CH:42]=[CH:41][CH:40]=2)=[N:10][C:9]=1[CH3:19])([CH3:4])([CH3:3])[CH3:2], predict the reactants needed to synthesize it. The reactants are: [C:1]([SiH2:5][O:6][C:7]([CH3:21])([CH3:20])[C:8]1[O:12][C:11]([CH2:13][O:14]S(C)(=O)=O)=[N:10][C:9]=1[CH3:19])([CH3:4])([CH3:3])[CH3:2].C([SiH2]OC(C)(C)C1OC(CCl)=NC=1C)(C)(C)C.[C:39]1(O)[CH:44]=[CH:43][CH:42]=[CH:41][CH:40]=1.C(=O)([O-])[O-].[K+].[K+].